Task: Predict which catalyst facilitates the given reaction.. Dataset: Catalyst prediction with 721,799 reactions and 888 catalyst types from USPTO (1) Product: [C:12]([C:13]1[CH:14]=[C:15]([NH2:16])[N:2]([C:4]2[CH:9]=[N:8][C:7]([CH3:10])=[CH:6][CH:5]=2)[N:3]=1)([CH3:19])([CH3:18])[CH3:11]. The catalyst class is: 14. Reactant: Cl.[NH:2]([C:4]1[CH:5]=[CH:6][C:7]([CH3:10])=[N:8][CH:9]=1)[NH2:3].[CH3:11][C:12]([CH3:19])([CH3:18])[C:13](=O)[CH2:14][C:15]#[N:16]. (2) Reactant: Br[C:2]1[N:6]([CH:7]([CH3:9])[CH3:8])[C:5]2[CH:10]([C:25]3[CH:30]=[CH:29][C:28]([Cl:31])=[CH:27][CH:26]=3)[N:11]([C:14]3[CH:15]=[C:16]([CH3:24])[C:17]4[N:21]=[N:20][N:19]([CH3:22])[C:18]=4[CH:23]=3)[C:12](=[O:13])[C:4]=2[N:3]=1.[CH3:32][N:33]1[CH2:38][CH:37]=[C:36](B2OC(C)(C)C(C)(C)O2)[CH2:35][CH2:34]1.C([O-])(O)=O.[Na+]. Product: [Cl:31][C:28]1[CH:29]=[CH:30][C:25]([CH:10]2[C:5]3[N:6]([CH:7]([CH3:9])[CH3:8])[C:2]([C:36]4[CH2:37][CH2:38][N:33]([CH3:32])[CH2:34][CH:35]=4)=[N:3][C:4]=3[C:12](=[O:13])[N:11]2[C:14]2[CH:15]=[C:16]([CH3:24])[C:17]3[N:21]=[N:20][N:19]([CH3:22])[C:18]=3[CH:23]=2)=[CH:26][CH:27]=1. The catalyst class is: 25. (3) Reactant: [H-].[Na+].[CH2:3]([O:7][C:8]1[CH:13]=[C:12]([NH:14][C:15]2[CH:20]=[CH:19][CH:18]=[CH:17][CH:16]=2)[N:11]=[CH:10][N:9]=1)[C:4]#[C:5][CH3:6].I[CH2:22][CH2:23][CH3:24].[Cl-].[NH4+]. Product: [CH2:22]([N:14]([C:12]1[CH:13]=[C:8]([O:7][CH2:3][C:4]#[C:5][CH3:6])[N:9]=[CH:10][N:11]=1)[C:15]1[CH:20]=[CH:19][CH:18]=[CH:17][CH:16]=1)[CH2:23][CH3:24]. The catalyst class is: 7. (4) Reactant: [CH:1]([CH:4]([C:10](OCC)=O)[C:5]([O:7]CC)=O)([CH3:3])[CH3:2].[H-].[Na+].[Br:17][C:18]1[CH:25]=[CH:24][CH:23]=[CH:22][C:19]=1CBr.O=S(Cl)Cl.[Al+3].[Cl-].[Cl-].[Cl-].Cl. Product: [Br:17][C:18]1[CH:25]=[CH:24][CH:23]=[C:22]2[C:19]=1[CH2:10][CH:4]([CH:1]([CH3:2])[CH3:3])[C:5]2=[O:7]. The catalyst class is: 266. (5) Reactant: [NH2:1][C:2]1[N:10]=[C:9]2[C:5]([NH:6][CH:7]=[N:8]2)=[C:4]([I:11])[N:3]=1.Br[CH2:13][C:14]([O:16][CH2:17][CH3:18])=[O:15].C(=O)([O-])[O-].[K+].[K+]. Product: [CH2:17]([O:16][C:14](=[O:15])[CH2:13][N:8]1[CH:7]=[N:6][C:5]2[C:9]1=[N:10][C:2]([NH2:1])=[N:3][C:4]=2[I:11])[CH3:18]. The catalyst class is: 3. (6) Reactant: [F:1][CH:2]([F:26])[O:3][C:4]1[CH:9]=[CH:8][C:7]([C:10]2[CH:18]=[CH:17][CH:16]=[C:15]3[C:11]=2[CH2:12][CH2:13][C:14]3=[O:19])=[C:6]([O:20]COC)[C:5]=1[O:24][CH3:25].Cl. Product: [F:1][CH:2]([F:26])[O:3][C:4]1[CH:9]=[CH:8][C:7]([C:10]2[CH:18]=[CH:17][CH:16]=[C:15]3[C:11]=2[CH2:12][CH2:13][C:14]3=[O:19])=[C:6]([OH:20])[C:5]=1[O:24][CH3:25]. The catalyst class is: 5. (7) Reactant: [CH:1]1([C:7](=[S:9])[NH2:8])[CH2:6][CH2:5][CH2:4][CH2:3][CH2:2]1.Br[CH2:11][C:12](=O)[C:13]([O:15][CH2:16][CH3:17])=[O:14]. Product: [CH2:16]([O:15][C:13]([C:12]1[N:8]=[C:7]([CH:1]2[CH2:6][CH2:5][CH2:4][CH2:3][CH2:2]2)[S:9][CH:11]=1)=[O:14])[CH3:17]. The catalyst class is: 1. (8) Reactant: FC(F)(F)C(OC(=O)C(F)(F)F)=O.[CH3:14][N:15]1[C:42]2[C:37](=[CH:38][C:39]([C:43]([NH2:45])=O)=[CH:40][CH:41]=2)[C:17]2([CH2:22][CH2:21][N:20]([C:23](=[O:36])/[CH:24]=[CH:25]/[C:26]3[CH:31]=[CH:30][CH:29]=[CH:28][C:27]=3[C:32]([F:35])([F:34])[F:33])[CH2:19][CH2:18]2)[C:16]1=[O:46].N1C=CC=CC=1. Product: [CH3:14][N:15]1[C:42]2[C:37](=[CH:38][C:39]([C:43]#[N:45])=[CH:40][CH:41]=2)[C:17]2([CH2:22][CH2:21][N:20]([C:23](=[O:36])/[CH:24]=[CH:25]/[C:26]3[CH:31]=[CH:30][CH:29]=[CH:28][C:27]=3[C:32]([F:35])([F:33])[F:34])[CH2:19][CH2:18]2)[C:16]1=[O:46]. The catalyst class is: 38.